This data is from Full USPTO retrosynthesis dataset with 1.9M reactions from patents (1976-2016). The task is: Predict the reactants needed to synthesize the given product. (1) Given the product [NH:1]1[C:9]2[C:4](=[CH:5][CH:6]=[CH:7][CH:8]=2)[C:3](/[CH:10]=[CH:11]/[C:12]2[CH:17]=[CH:16][CH:15]=[CH:14][C:13]=2[N:18]2[CH2:38][C:30]3[C:29](=[CH:34][CH:33]=[CH:32][C:31]=3[N+:35]([O-:37])=[O:36])[C:28]2=[O:27])=[N:2]1, predict the reactants needed to synthesize it. The reactants are: [NH:1]1[C:9]2[C:4](=[CH:5][CH:6]=[CH:7][CH:8]=2)[C:3](/[CH:10]=[CH:11]/[C:12]2[CH:17]=[CH:16][CH:15]=[CH:14][C:13]=2[NH2:18])=[N:2]1.C(N(CC)CC)C.C[O:27][C:28](=O)[C:29]1[CH:34]=[CH:33][CH:32]=[C:31]([N+:35]([O-:37])=[O:36])[C:30]=1[CH2:38]Br.O. (2) Given the product [Cl:8][C:9]1[C:17]2[C:12](=[CH:13][CH:14]=[CH:15][C:16]=2[N+:18]([O-:20])=[O:19])[N:11]([C:26]([O:25][C:22]([CH3:24])([CH3:23])[CH3:21])=[O:27])[N:10]=1, predict the reactants needed to synthesize it. The reactants are: C(N(CC)CC)C.[Cl:8][C:9]1[C:17]2[C:12](=[CH:13][CH:14]=[CH:15][C:16]=2[N+:18]([O-:20])=[O:19])[NH:11][N:10]=1.[CH3:21][C:22]([O:25][C:26](O[C:26]([O:25][C:22]([CH3:24])([CH3:23])[CH3:21])=[O:27])=[O:27])([CH3:24])[CH3:23].